Predict hERG channel inhibition at various concentrations. From a dataset of hERG Central: cardiac toxicity at 1µM, 10µM, and general inhibition. (1) Results: hERG_inhib (hERG inhibition (general)): blocker. The compound is O=C(Nc1ccccc1N1CCN(C(=O)c2ccccc2)CC1)c1ccccc1Cl. (2) The drug is Cc1ccc(N2CC(C(=O)N3CCC(C(=O)Nc4cccc(Br)c4)CC3)CC2=O)cc1. Results: hERG_inhib (hERG inhibition (general)): blocker. (3) The drug is COc1ccccc1NC(=O)/C(=C\c1cccnc1)NC(=O)c1ccccc1. Results: hERG_inhib (hERG inhibition (general)): blocker. (4) The drug is CCCCCCCCN[C@H](C)[C@@H](O)c1ccc(SC(C)C)cc1. Results: hERG_inhib (hERG inhibition (general)): blocker. (5) The compound is COc1cc(/C=N/NC(=O)CCN2CCN(C(c3ccccc3)c3ccccc3)CC2)ccc1O. Results: hERG_inhib (hERG inhibition (general)): blocker. (6) The drug is COc1cccc(CNC(=O)CCC2CCCN(Cc3cc4ccccc4o3)C2)c1. Results: hERG_inhib (hERG inhibition (general)): blocker. (7) The compound is NC(=O)c1ccc(NC(=O)COC(=O)C(Cc2ccccc2)NC(=O)c2ccccc2)cc1. Results: hERG_inhib (hERG inhibition (general)): blocker. (8) Results: hERG_inhib (hERG inhibition (general)): blocker. The compound is COc1ccc(OC)c(CN2CCN(C(=O)c3ccc(NS(=O)(=O)c4cccc([N+](=O)[O-])c4)cc3)CC2)c1. (9) The compound is O=C(CN1CCN(S(=O)(=O)N2CCCCCC2)CC1)Nc1ccc(Br)cc1. Results: hERG_inhib (hERG inhibition (general)): blocker.